Dataset: Peptide-MHC class I binding affinity with 185,985 pairs from IEDB/IMGT. Task: Regression. Given a peptide amino acid sequence and an MHC pseudo amino acid sequence, predict their binding affinity value. This is MHC class I binding data. (1) The peptide sequence is RMMETQTSTW. The MHC is Mamu-B17 with pseudo-sequence Mamu-B17. The binding affinity (normalized) is 0.440. (2) The MHC is HLA-A02:02 with pseudo-sequence HLA-A02:02. The binding affinity (normalized) is 0.422. The peptide sequence is SMGVYQILA. (3) The peptide sequence is AAKKKGASL. The MHC is HLA-A31:01 with pseudo-sequence HLA-A31:01. The binding affinity (normalized) is 0.0847. (4) The peptide sequence is LENKEGCQKIL. The MHC is Mamu-B01 with pseudo-sequence Mamu-B01. The binding affinity (normalized) is 0.